From a dataset of Reaction yield outcomes from USPTO patents with 853,638 reactions. Predict the reaction yield, written as a fraction of the theoretical maximum amount of product (1.0 means a 100% yield; for example, 0.34 means a 34% yield). (1) The reactants are [CH2:1]([N:3]1[CH2:8][CH2:7][N:6]([C:9]2[CH:14]=[CH:13][C:12]([N+:15]([O-])=O)=[C:11]([O:18][CH3:19])[CH:10]=2)[CH2:5][CH2:4]1)[CH3:2]. The catalyst is C(OCC)(=O)C.C(O)C.[Pd]. The product is [CH2:1]([N:3]1[CH2:4][CH2:5][N:6]([C:9]2[CH:14]=[CH:13][C:12]([NH2:15])=[C:11]([O:18][CH3:19])[CH:10]=2)[CH2:7][CH2:8]1)[CH3:2]. The yield is 0.980. (2) The catalyst is Cl. The reactants are C(N[C:6](=[O:38])[C:7]([NH:34]C(=O)C)([CH:21]1[CH2:26][CH2:25][N:24]([C:27]2[CH:32]=[CH:31][C:30]([Cl:33])=[CH:29][N:28]=2)[CH2:23][CH2:22]1)[CH2:8][CH2:9][CH2:10][CH2:11][B:12]1[O:16]C(C)(C)C(C)(C)[O:13]1)(C)(C)C.[OH2:39]. The product is [NH2:34][C:7]([CH:21]1[CH2:22][CH2:23][N:24]([C:27]2[CH:32]=[CH:31][C:30]([Cl:33])=[CH:29][N:28]=2)[CH2:25][CH2:26]1)([CH2:8][CH2:9][CH2:10][CH2:11][B:12]([OH:13])[OH:16])[C:6]([OH:38])=[O:39]. The yield is 0.820. (3) The reactants are [CH3:1][O:2][C:3]1[C:4]([CH:24]=[C:25]([CH3:27])[CH3:26])=[CH:5][C:6]2[C:12]3[N:13]([C:19]4[S:20][CH:21]=[CH:22][N:23]=4)[N:14]=[C:15]([C:16](O)=[O:17])[C:11]=3[CH2:10][O:9][C:7]=2[CH:8]=1.[C:28]([NH:32][CH3:33])([CH3:31])([CH3:30])[CH3:29].CN(C(ON1N=NC2C=CC=NC1=2)=[N+](C)C)C.F[P-](F)(F)(F)(F)F.C(N(C(C)C)CC)(C)C. The catalyst is C(Cl)Cl. The product is [C:28]([N:32]([CH3:33])[C:16]([C:15]1[C:11]2[CH2:10][O:9][C:7]3[CH:8]=[C:3]([O:2][CH3:1])[C:4]([CH:24]=[C:25]([CH3:26])[CH3:27])=[CH:5][C:6]=3[C:12]=2[N:13]([C:19]2[S:20][CH:21]=[CH:22][N:23]=2)[N:14]=1)=[O:17])([CH3:31])([CH3:30])[CH3:29]. The yield is 0.800. (4) The reactants are [Br:1][C:2]1[CH:7]=[C:6]([N+:8]([O-:10])=[O:9])[CH:5]=[CH:4][C:3]=1F.[OH:12][C:13]1[CH:20]=[CH:19][C:16]([C:17]#[N:18])=[CH:15][CH:14]=1.C(=O)([O-])[O-].[Cs+].[Cs+]. The catalyst is CS(C)=O. The product is [Br:1][C:2]1[CH:7]=[C:6]([N+:8]([O-:10])=[O:9])[CH:5]=[CH:4][C:3]=1[O:12][C:13]1[CH:20]=[CH:19][C:16]([C:17]#[N:18])=[CH:15][CH:14]=1. The yield is 1.10. (5) The reactants are [Cl:1][CH2:2]C(CCl)=O.[CH2:7]([O:14][C:15]([NH:17][C@H:18]([C:26]([OH:28])=O)[CH2:19][C:20]1[CH:25]=[CH:24][CH:23]=[CH:22][CH:21]=1)=[O:16])[C:8]1[CH:13]=[CH:12][CH:11]=[CH:10][CH:9]=1.[BH4-].[Na+]. The catalyst is CO.O1CCCC1. The product is [CH2:7]([O:14][C:15]([NH:17][C@@H:18]([CH2:19][C:20]1[CH:21]=[CH:22][CH:23]=[CH:24][CH:25]=1)[C@H:26]([OH:28])[CH2:2][Cl:1])=[O:16])[C:8]1[CH:9]=[CH:10][CH:11]=[CH:12][CH:13]=1. The yield is 0.430. (6) The reactants are [CH:1]1([N:6]2[CH2:12][C:11]3([CH2:14][CH2:13]3)[C:10](=[O:15])[N:9]([CH3:16])[C:8]3[CH:17]=[N:18][C:19]([NH:21][C:22]4[CH:30]=[CH:29][C:25]([C:26]([OH:28])=O)=[CH:24][C:23]=4[O:31][CH3:32])=[N:20][C:7]2=3)[CH2:5][CH2:4][CH2:3][CH2:2]1.CCN(C(C)C)C(C)C.CN(C(ON1N=NC2C=CC=CC1=2)=[N+](C)C)C.[B-](F)(F)(F)F.[NH2:64][N:65]1[CH2:70][CH2:69][N:68]([CH2:71][CH2:72][OH:73])[CH2:67][CH2:66]1. The catalyst is C(Cl)Cl. The product is [CH:1]1([N:6]2[CH2:12][C:11]3([CH2:14][CH2:13]3)[C:10](=[O:15])[N:9]([CH3:16])[C:8]3[CH:17]=[N:18][C:19]([NH:21][C:22]4[CH:30]=[CH:29][C:25]([C:26]([NH:64][N:65]5[CH2:70][CH2:69][N:68]([CH2:71][CH2:72][OH:73])[CH2:67][CH2:66]5)=[O:28])=[CH:24][C:23]=4[O:31][CH3:32])=[N:20][C:7]2=3)[CH2:2][CH2:3][CH2:4][CH2:5]1. The yield is 0.390.